From a dataset of Peptide-MHC class I binding affinity with 185,985 pairs from IEDB/IMGT. Regression. Given a peptide amino acid sequence and an MHC pseudo amino acid sequence, predict their binding affinity value. This is MHC class I binding data. (1) The binding affinity (normalized) is 0.149. The MHC is H-2-Kb with pseudo-sequence H-2-Kb. The peptide sequence is TCGIFALI. (2) The peptide sequence is YMLMGFQLK. The MHC is HLA-B39:01 with pseudo-sequence HLA-B39:01. The binding affinity (normalized) is 0.0847. (3) The peptide sequence is SYNNKEKKW. The MHC is HLA-A68:02 with pseudo-sequence HLA-A68:02. The binding affinity (normalized) is 0. (4) The peptide sequence is RRGWEVLKY. The MHC is HLA-B07:02 with pseudo-sequence HLA-B07:02. The binding affinity (normalized) is 0. (5) The peptide sequence is GRYIVYSSY. The MHC is HLA-A02:01 with pseudo-sequence HLA-A02:01. The binding affinity (normalized) is 0.0847. (6) The peptide sequence is GPDIYKGV. The MHC is H-2-Kb with pseudo-sequence H-2-Kb. The binding affinity (normalized) is 0.0735. (7) The MHC is HLA-B53:01 with pseudo-sequence HLA-B53:01. The binding affinity (normalized) is 0.0423. The peptide sequence is HTQGYFPDWQ. (8) The peptide sequence is GIPLYDAI. The MHC is Mamu-B17 with pseudo-sequence Mamu-B17. The binding affinity (normalized) is 0.